Dataset: Full USPTO retrosynthesis dataset with 1.9M reactions from patents (1976-2016). Task: Predict the reactants needed to synthesize the given product. (1) Given the product [CH3:34][O:33][C:29]1[CH:28]=[C:26]([NH:27][C:2]2[C:7]([NH:8][C:9](=[O:11])[CH3:10])=[N:6][CH:5]=[C:4]([C:12]3[CH:17]=[CH:16][CH:15]=[C:14]([NH:18][C:19](=[O:21])[CH3:20])[CH:13]=3)[N:3]=2)[CH:25]=[C:24]([O:23][CH3:22])[C:30]=1[O:31][CH3:32], predict the reactants needed to synthesize it. The reactants are: Br[C:2]1[C:7]([NH:8][C:9](=[O:11])[CH3:10])=[N:6][CH:5]=[C:4]([C:12]2[CH:17]=[CH:16][CH:15]=[C:14]([NH:18][C:19](=[O:21])[CH3:20])[CH:13]=2)[N:3]=1.[CH3:22][O:23][C:24]1[CH:25]=[C:26]([CH:28]=[C:29]([O:33][CH3:34])[C:30]=1[O:31][CH3:32])[NH2:27].CC(C)([O-])C.[Na+].C1(P(C2C=CC=CC=2)C2C3OC4C(=CC=CC=4P(C4C=CC=CC=4)C4C=CC=CC=4)C(C)(C)C=3C=CC=2)C=CC=CC=1. (2) Given the product [Cl:17][C:18]1[CH:23]=[CH:22][C:21]([O:24][CH2:8][CH2:9][O:10][CH:11]2[CH2:16][CH2:15][CH2:14][CH2:13][O:12]2)=[CH:20][N:19]=1, predict the reactants needed to synthesize it. The reactants are: C(=O)([O-])[O-].[K+].[K+].Br[CH2:8][CH2:9][O:10][CH:11]1[CH2:16][CH2:15][CH2:14][CH2:13][O:12]1.[Cl:17][C:18]1[CH:23]=[CH:22][C:21]([OH:24])=[CH:20][N:19]=1.